This data is from Reaction yield outcomes from USPTO patents with 853,638 reactions. The task is: Predict the reaction yield, written as a fraction of the theoretical maximum amount of product (1.0 means a 100% yield; for example, 0.34 means a 34% yield). (1) The reactants are [CH2:1]([O:3][C:4](=[O:16])[C:5]([C:14]#[N:15])=[CH:6][C:7]1[CH:12]=[CH:11][C:10]([Br:13])=[CH:9][CH:8]=1)[CH3:2].[Cl:17][C:18]1[CH:23]=[CH:22][C:21]([Mg]Br)=[CH:20][CH:19]=1.Cl. The catalyst is C1(C)C=CC=CC=1. The product is [CH2:1]([O:3][C:4](=[O:16])[CH:5]([C:14]#[N:15])[CH:6]([C:7]1[CH:8]=[CH:9][C:10]([Br:13])=[CH:11][CH:12]=1)[C:21]1[CH:22]=[CH:23][C:18]([Cl:17])=[CH:19][CH:20]=1)[CH3:2]. The yield is 0.910. (2) The reactants are [Br:1][C:2]1[CH:3]=[C:4]([C:8]([C:13]([O:15][C:16]([CH3:19])([CH3:18])[CH3:17])=[O:14])([CH3:12])[C:9]([OH:11])=[O:10])[CH:5]=[CH:6][CH:7]=1.[C:20]1(C)C=CC=CC=1.[Si](C=[N+]=[N-])(C)(C)C. The catalyst is CO. The product is [Br:1][C:2]1[CH:3]=[C:4]([C:8]([C:13]([O:15][C:16]([CH3:19])([CH3:18])[CH3:17])=[O:14])([CH3:12])[C:9]([O:11][CH3:20])=[O:10])[CH:5]=[CH:6][CH:7]=1. The yield is 1.00. (3) The reactants are [C:1]1([CH2:7][O:8][C:9]([N:11]2[CH2:14][C:13]([C@H:31]3[CH2:36][CH2:35][CH2:34][CH2:33][N:32]3[C:37]([O:39][C:40]([CH3:43])([CH3:42])[CH3:41])=[O:38])([O:15]C(=O)[C@](OC)(C3C=CC=CC=3)C(F)(F)F)[CH2:12]2)=[O:10])[CH:6]=[CH:5][CH:4]=[CH:3][CH:2]=1.[OH-].[Na+]. The catalyst is CO. The product is [OH:15][C:13]1([C@H:31]2[CH2:36][CH2:35][CH2:34][CH2:33][N:32]2[C:37]([O:39][C:40]([CH3:43])([CH3:42])[CH3:41])=[O:38])[CH2:12][N:11]([C:9]([O:8][CH2:7][C:1]2[CH:6]=[CH:5][CH:4]=[CH:3][CH:2]=2)=[O:10])[CH2:14]1. The yield is 0.810. (4) The reactants are [C:12]([O:11][C:9](O[C:9]([O:11][C:12]([CH3:15])([CH3:14])[CH3:13])=[O:10])=[O:10])([CH3:15])([CH3:14])[CH3:13].[CH3:16][C:17]1[CH:18]=[N:19][CH:20]=[CH:21][C:22]=1[NH2:23]. The catalyst is C(O)(C)(C)C. The product is [CH3:16][C:17]1[CH:18]=[N:19][CH:20]=[CH:21][C:22]=1[NH:23][C:9](=[O:10])[O:11][C:12]([CH3:13])([CH3:14])[CH3:15]. The yield is 0.990. (5) The reactants are Cl[C:2]1[C:7]2[N:8]=[C:9]([NH:12][C:13]3[CH:18]=[CH:17][C:16]([C:19]4[CH:20]=[N:21][N:22]([CH3:24])[CH:23]=4)=[CH:15][C:14]=3[O:25][CH2:26][CH3:27])[N:10]=[CH:11][C:6]=2[CH:5]=[CH:4][N:3]=1.[CH:28]1([CH2:31][NH2:32])[CH2:30][CH2:29]1. No catalyst specified. The product is [CH:28]1([CH2:31][NH:32][C:2]2[C:7]3[N:8]=[C:9]([NH:12][C:13]4[CH:18]=[CH:17][C:16]([C:19]5[CH:20]=[N:21][N:22]([CH3:24])[CH:23]=5)=[CH:15][C:14]=4[O:25][CH2:26][CH3:27])[N:10]=[CH:11][C:6]=3[CH:5]=[CH:4][N:3]=2)[CH2:30][CH2:29]1. The yield is 0.0500. (6) The reactants are [Cl:1][C:2]1[CH:7]=[CH:6][CH:5]=[C:4]([N+:8]([O-:10])=[O:9])[C:3]=1Cl.[C:12]([O:16][C:17]([N:19]1[CH2:24][CH2:23][NH:22][CH2:21][CH2:20]1)=[O:18])([CH3:15])([CH3:14])[CH3:13].C([O-])([O-])=O.[K+].[K+]. The catalyst is C(#N)C. The product is [C:12]([O:16][C:17]([N:19]1[CH2:24][CH2:23][N:22]([C:3]2[C:4]([N+:8]([O-:10])=[O:9])=[CH:5][CH:6]=[CH:7][C:2]=2[Cl:1])[CH2:21][CH2:20]1)=[O:18])([CH3:15])([CH3:13])[CH3:14]. The yield is 0.700. (7) The reactants are Br.Br[CH2:3][C:4]1[N:5]=[C:6]2[C:11](=[N:12][CH:13]=1)[N:10]=[C:9]([NH2:14])[N:8]=[C:7]2[NH2:15].[NH2:16][CH2:17][C:18]1[C:27]2[C:22](=[CH:23][CH:24]=[CH:25][CH:26]=2)[CH:21]=[CH:20][CH:19]=1.C(=O)(O)[O-]. The catalyst is CN(C)C(=O)C. The product is [NH2:14][C:9]1[N:8]=[C:7]([NH2:15])[C:6]2[C:11](=[N:12][CH:13]=[C:4]([CH2:3][C:17]([CH2:3][C:4]3[N:5]=[C:6]4[C:11](=[N:12][CH:13]=3)[N:10]=[C:9]([NH2:14])[N:8]=[C:7]4[NH2:15])([NH2:16])[C:18]3[C:27]4[C:22](=[CH:23][CH:24]=[CH:25][CH:26]=4)[CH:21]=[CH:20][CH:19]=3)[N:5]=2)[N:10]=1. The yield is 0.150. (8) The reactants are CS(C)=O.C(Cl)(=O)C(Cl)=O.[OH:11][CH2:12][C:13]1([CH2:26][O:27][CH3:28])[CH2:18][CH2:17][N:16]([C:19]([O:21][C:22]([CH3:25])([CH3:24])[CH3:23])=[O:20])[CH2:15][CH2:14]1.C(N(CC)CC)C.Cl. The catalyst is C(Cl)Cl. The product is [CH:12]([C:13]1([CH2:26][O:27][CH3:28])[CH2:18][CH2:17][N:16]([C:19]([O:21][C:22]([CH3:23])([CH3:24])[CH3:25])=[O:20])[CH2:15][CH2:14]1)=[O:11]. The yield is 0.840. (9) The reactants are [O:1]1[C:5]([C:6]2[CH:11]=[CH:10][C:9]([NH:12][C:13]3[N:14]=[C:15]([N:23]([C:27]4[CH:32]=[CH:31][CH:30]=[CH:29][CH:28]=4)[CH2:24][CH2:25][OH:26])[C:16]4[CH2:22][NH:21][CH2:20][CH2:19][C:17]=4[N:18]=3)=[CH:8][CH:7]=2)=[CH:4][N:3]=[CH:2]1.C(N(CC)CC)C.Cl.[CH3:41][N:42]([CH2:44][C:45](Cl)=[O:46])[CH3:43]. The catalyst is CO.ClCCl. The product is [CH3:41][N:42]([CH3:43])[CH2:44][C:45]([N:21]1[CH2:20][CH2:19][C:17]2[N:18]=[C:13]([NH:12][C:9]3[CH:10]=[CH:11][C:6]([C:5]4[O:1][CH:2]=[N:3][CH:4]=4)=[CH:7][CH:8]=3)[N:14]=[C:15]([N:23]([CH2:24][CH2:25][OH:26])[C:27]3[CH:28]=[CH:29][CH:30]=[CH:31][CH:32]=3)[C:16]=2[CH2:22]1)=[O:46]. The yield is 0.204.